From a dataset of Catalyst prediction with 721,799 reactions and 888 catalyst types from USPTO. Predict which catalyst facilitates the given reaction. (1) Reactant: [C:1]([NH:4][C:5]1S[C:8]2[CH:10]=[CH:11][CH:12]=[CH:13][CH:14]=[CH:15][CH:16]=[CH:17][CH:18]=[CH:19][C:7]=2[C:6]=1[C:20]([O:22][CH2:23][CH3:24])=[O:21])(=[O:3])[CH3:2]. Product: [CH2:23]([O:22][C:20](=[O:21])[CH:6]([CH:7]1[CH2:19][CH2:18][CH2:17][CH2:16][CH2:15][CH2:14][CH2:13][CH2:12][CH2:11][CH2:10][CH2:8]1)[CH2:5][NH:4][C:1](=[O:3])[CH3:2])[CH3:24]. The catalyst class is: 181. (2) Reactant: [NH2:1][C:2]1[CH:7]=[CH:6][C:5]([C:8]2[CH:13]=[CH:12][C:11]([C:14](=[O:22])[CH2:15][C:16]([CH3:21])([CH3:20])[C:17]([OH:19])=[O:18])=[CH:10][CH:9]=2)=[CH:4][CH:3]=1.[Cl:23][C:24]1[CH:29]=[CH:28][C:27]([C:30](=O)[CH2:31][S:32][C:33]#[N:34])=[CH:26][CH:25]=1. Product: [Cl:23][C:24]1[CH:29]=[CH:28][C:27]([C:30]2[N:34]=[C:33]([NH:1][C:2]3[CH:3]=[CH:4][C:5]([C:8]4[CH:13]=[CH:12][C:11]([C:14](=[O:22])[CH2:15][C:16]([CH3:20])([CH3:21])[C:17]([OH:19])=[O:18])=[CH:10][CH:9]=4)=[CH:6][CH:7]=3)[S:32][CH:31]=2)=[CH:26][CH:25]=1. The catalyst class is: 51. (3) Reactant: [C:1]([C:4]1[CH:9]=[CH:8][C:7]([C:10]2[C:11]([C:16]([O:18]C)=[O:17])=[CH:12][CH:13]=[CH:14][CH:15]=2)=[CH:6][CH:5]=1)([CH3:3])=[CH2:2].[OH-].[Na+]. Product: [C:1]([C:4]1[CH:9]=[CH:8][C:7]([C:10]2[C:11]([C:16]([OH:18])=[O:17])=[CH:12][CH:13]=[CH:14][CH:15]=2)=[CH:6][CH:5]=1)([CH3:3])=[CH2:2]. The catalyst class is: 24.